The task is: Predict the reaction yield, written as a fraction of the theoretical maximum amount of product (1.0 means a 100% yield; for example, 0.34 means a 34% yield).. This data is from Reaction yield outcomes from USPTO patents with 853,638 reactions. (1) The reactants are [NH2:1][CH:2]([C:7]([C:9]1[CH:14]=[CH:13][C:12]([O:15][CH3:16])=[CH:11][CH:10]=1)=[O:8])[C:3]([O:5][CH3:6])=[O:4].CCN(CC)CC.[C:24](Cl)([CH3:26])=[O:25]. The catalyst is C(Cl)Cl. The product is [C:24]([NH:1][CH:2]([C:7]([C:9]1[CH:10]=[CH:11][C:12]([O:15][CH3:16])=[CH:13][CH:14]=1)=[O:8])[C:3]([O:5][CH3:6])=[O:4])(=[O:25])[CH3:26]. The yield is 0.610. (2) The reactants are [CH3:1][C:2]1[CH:11]=[C:10]([CH2:12][O:13][C:14]2[CH:19]=[CH:18][C:17]([S:20]([NH:23][C@@H:24]3[CH2:29][CH2:28][CH2:27][CH2:26][C@H:25]3[C:30]([O:32][C:33]([CH3:36])([CH3:35])[CH3:34])=[O:31])(=[O:22])=[O:21])=[CH:16][CH:15]=2)[C:9]2[C:4](=[CH:5][CH:6]=[CH:7][CH:8]=2)[N:3]=1.[C:37](=O)([O-])[O-].[K+].[K+].IC. The catalyst is CN(C)C=O. The product is [CH3:37][N:23]([S:20]([C:17]1[CH:16]=[CH:15][C:14]([O:13][CH2:12][C:10]2[C:9]3[C:4](=[CH:5][CH:6]=[CH:7][CH:8]=3)[N:3]=[C:2]([CH3:1])[CH:11]=2)=[CH:19][CH:18]=1)(=[O:22])=[O:21])[C@@H:24]1[CH2:29][CH2:28][CH2:27][CH2:26][C@H:25]1[C:30]([O:32][C:33]([CH3:36])([CH3:35])[CH3:34])=[O:31]. The yield is 0.970. (3) The reactants are [CH3:1][NH:2][NH2:3].Cl[C:5]1[C:10]([C:11]([O:13][CH2:14][CH3:15])=[O:12])=[CH:9][N:8]=[C:7]([S:16][CH3:17])[N:6]=1.O. The catalyst is C(O)C. The product is [CH2:14]([O:13][C:11]([C:10]1[C:5]([N:2]([CH3:1])[NH2:3])=[N:6][C:7]([S:16][CH3:17])=[N:8][CH:9]=1)=[O:12])[CH3:15]. The yield is 0.690. (4) The reactants are [F:1][C:2]1[CH:7]=[CH:6][C:5]([C:8]2[N:9]=[N:10][C:11]([N:16]3[CH2:21][CH2:20][NH:19][C@H:18]([CH3:22])[CH2:17]3)=[C:12]([CH3:15])[C:13]=2[CH3:14])=[CH:4][CH:3]=1.[CH3:23][O:24][C:25]([C:27]1[CH:32]=[N:31][C:30](Cl)=[CH:29][N:28]=1)=[O:26].C(N(C(C)C)CC)(C)C. The catalyst is O1CCOCC1. The product is [CH3:23][O:24][C:25]([C:27]1[N:28]=[CH:29][C:30]([N:19]2[CH2:20][CH2:21][N:16]([C:11]3[N:10]=[N:9][C:8]([C:5]4[CH:4]=[CH:3][C:2]([F:1])=[CH:7][CH:6]=4)=[C:13]([CH3:14])[C:12]=3[CH3:15])[CH2:17][C@H:18]2[CH3:22])=[N:31][CH:32]=1)=[O:26]. The yield is 0.630. (5) No catalyst specified. The yield is 0.880. The product is [CH3:1][O:2][C:3]([C:4]1[CH:9]=[C:8]2[C:7]([C:13]3[CH:18]=[C:17]([CH3:19])[CH:16]=[N:15][C:14]=3[NH:10]2)=[C:6]([NH2:21])[CH:5]=1)=[O:24]. The reactants are [CH3:1][O:2][C:3](=[O:24])[C:4]1[CH:9]=[C:8]([N+:10]([O-])=O)[C:7]([C:13]2[C:14](F)=[N:15][CH:16]=[C:17]([CH3:19])[CH:18]=2)=[C:6]([N+:21]([O-])=O)[CH:5]=1.NC1C=C(C#N)C=C2C=1C1C=C(C)C=NC=1N2. (6) The reactants are [C:1]([C:3]1[CH:4]=[C:5]([C:9]2[CH:10]=[CH:11][C:12]3[O:16][C:15]([C:17]4[CH:22]=[CH:21][C:20]([F:23])=[CH:19][CH:18]=4)=[C:14]([C:24]([NH:26][CH3:27])=[O:25])[C:13]=3[CH:28]=2)[CH:6]=[CH:7][CH:8]=1)#[N:2].N[C@H:30]([C:33]1[CH:38]=[CH:37][CH:36]=[CH:35][CH:34]=1)[CH2:31][OH:32]. The catalyst is C1(Cl)C=CC=CC=1.[Cl-].[Zn+2].[Cl-]. The product is [F:23][C:20]1[CH:21]=[CH:22][C:17]([C:15]2[O:16][C:12]3[CH:11]=[CH:10][C:9]([C:5]4[CH:6]=[CH:7][CH:8]=[C:3]([C:1]5[O:32][CH2:31][C@@H:30]([C:33]6[CH:38]=[CH:37][CH:36]=[CH:35][CH:34]=6)[N:2]=5)[CH:4]=4)=[CH:28][C:13]=3[C:14]=2[C:24]([NH:26][CH3:27])=[O:25])=[CH:18][CH:19]=1. The yield is 0.130. (7) The reactants are C[CH2:2][CH:3]([S:14]([O-:18])=[N:15]C#N)[C:4]1[CH:5]=[N:6][C:7]([C:10]([F:13])([F:12])[F:11])=[CH:8][CH:9]=1.F[C:20](F)(F)C(OC(=O)C(F)(F)F)=O.C(=O)([O-])[O-].[K+].[K+]. The catalyst is C(Cl)Cl. The product is [CH3:20][S:14]([CH:3]([C:4]1[CH:9]=[CH:8][C:7]([C:10]([F:13])([F:12])[F:11])=[N:6][CH:5]=1)[CH3:2])(=[NH:15])=[O:18]. The yield is 0.770.